From a dataset of NCI-60 drug combinations with 297,098 pairs across 59 cell lines. Regression. Given two drug SMILES strings and cell line genomic features, predict the synergy score measuring deviation from expected non-interaction effect. (1) Drug 1: C1CCN(CC1)CCOC2=CC=C(C=C2)C(=O)C3=C(SC4=C3C=CC(=C4)O)C5=CC=C(C=C5)O. Drug 2: C1=NC2=C(N1)C(=S)N=C(N2)N. Cell line: RXF 393. Synergy scores: CSS=25.3, Synergy_ZIP=-3.86, Synergy_Bliss=0.222, Synergy_Loewe=1.89, Synergy_HSA=1.76. (2) Drug 1: COC1=C(C=C2C(=C1)N=CN=C2NC3=CC(=C(C=C3)F)Cl)OCCCN4CCOCC4. Drug 2: C1=CN(C=N1)CC(O)(P(=O)(O)O)P(=O)(O)O. Cell line: ACHN. Synergy scores: CSS=39.4, Synergy_ZIP=-5.38, Synergy_Bliss=-7.57, Synergy_Loewe=-7.78, Synergy_HSA=-3.85. (3) Drug 1: C1=C(C(=O)NC(=O)N1)F. Drug 2: CC(C)CN1C=NC2=C1C3=CC=CC=C3N=C2N. Cell line: SN12C. Synergy scores: CSS=22.7, Synergy_ZIP=0.592, Synergy_Bliss=-0.583, Synergy_Loewe=-0.759, Synergy_HSA=-0.454. (4) Drug 1: CCCS(=O)(=O)NC1=C(C(=C(C=C1)F)C(=O)C2=CNC3=C2C=C(C=N3)C4=CC=C(C=C4)Cl)F. Drug 2: C(CC(=O)O)C(=O)CN.Cl. Cell line: OVCAR-4. Synergy scores: CSS=-2.51, Synergy_ZIP=-1.35, Synergy_Bliss=-4.07, Synergy_Loewe=-7.03, Synergy_HSA=-6.50. (5) Drug 1: COC1=CC(=CC(=C1O)OC)C2C3C(COC3=O)C(C4=CC5=C(C=C24)OCO5)OC6C(C(C7C(O6)COC(O7)C8=CC=CS8)O)O. Drug 2: C1C(C(OC1N2C=NC3=C2NC=NCC3O)CO)O. Cell line: SNB-75. Synergy scores: CSS=22.7, Synergy_ZIP=-8.31, Synergy_Bliss=-2.54, Synergy_Loewe=-1.34, Synergy_HSA=-1.40.